Dataset: Full USPTO retrosynthesis dataset with 1.9M reactions from patents (1976-2016). Task: Predict the reactants needed to synthesize the given product. (1) Given the product [Cl:30][CH2:29][CH2:28][CH2:27][O:19][C:16]1[CH:17]=[CH:18][C:4]2[N:3]([CH2:1][CH3:2])[C:9](=[O:10])[C:8]([CH3:12])([CH3:11])[C:7](=[O:13])[N:6]([CH3:14])[C:5]=2[CH:15]=1, predict the reactants needed to synthesize it. The reactants are: [CH2:1]([N:3]1[C:9](=[O:10])[C:8]([CH3:12])([CH3:11])[C:7](=[O:13])[N:6]([CH3:14])[C:5]2[CH:15]=[C:16]([OH:19])[CH:17]=[CH:18][C:4]1=2)[CH3:2].C(=O)([O-])[O-].[K+].[K+].Br[CH2:27][CH2:28][CH2:29][Cl:30]. (2) The reactants are: [CH:1]1([N:5]2[CH2:11][CH2:10][CH2:9][C:8](=O)[CH2:7][CH2:6]2)[CH2:4][CH2:3][CH2:2]1.BrBr.[Br:15][C:16]1[CH:21]=[CH:20][C:19]([C:22](=[S:24])[NH2:23])=[CH:18][CH:17]=1. Given the product [Br:15][C:16]1[CH:21]=[CH:20][C:19]([C:22]2[S:24][C:9]3[CH2:10][CH2:11][N:5]([CH:1]4[CH2:4][CH2:3][CH2:2]4)[CH2:6][CH2:7][C:8]=3[N:23]=2)=[CH:18][CH:17]=1, predict the reactants needed to synthesize it. (3) Given the product [C:20]([N:23]1[CH2:24][CH2:25][N:26]([C:29]2[CH:30]=[CH:31][C:32]([C:35]([NH:9][CH2:8][C:6]3[CH:7]=[C:2]([F:1])[C:3]([C:10]4[CH:15]=[CH:14][N:13]=[C:12]([C:16]([F:19])([F:17])[F:18])[CH:11]=4)=[N:4][CH:5]=3)=[O:36])=[N:33][CH:34]=2)[CH2:27][CH2:28]1)(=[O:22])[CH3:21], predict the reactants needed to synthesize it. The reactants are: [F:1][C:2]1[C:3]([C:10]2[CH:15]=[CH:14][N:13]=[C:12]([C:16]([F:19])([F:18])[F:17])[CH:11]=2)=[N:4][CH:5]=[C:6]([CH2:8][NH2:9])[CH:7]=1.[C:20]([N:23]1[CH2:28][CH2:27][N:26]([C:29]2[CH:30]=[CH:31][C:32]([C:35](O)=[O:36])=[N:33][CH:34]=2)[CH2:25][CH2:24]1)(=[O:22])[CH3:21].CN(C(ON1N=NC2C=CC=NC1=2)=[N+](C)C)C.F[P-](F)(F)(F)(F)F.CCN(C(C)C)C(C)C. (4) The reactants are: [CH3:1][N:2]([CH2:4][C:5]1[C:13]2[O:12][N:11]=[C:10]([CH2:14][CH2:15][CH:16]3[CH2:21][CH2:20][NH:19][CH2:18][CH2:17]3)[C:9]=2[CH:8]=[CH:7][C:6]=1[C:22]1[CH:27]=[CH:26][CH:25]=[CH:24][CH:23]=1)[CH3:3].[Si:28]([O:45][CH2:46][C:47]1([CH:50]=O)[CH2:49][CH2:48]1)([C:41]([CH3:44])([CH3:43])[CH3:42])([C:35]1[CH:40]=[CH:39][CH:38]=[CH:37][CH:36]=1)[C:29]1[CH:34]=[CH:33][CH:32]=[CH:31][CH:30]=1. Given the product [CH3:1][N:2]([CH2:4][C:5]1[C:13]2[O:12][N:11]=[C:10]([CH2:14][CH2:15][CH:16]3[CH2:17][CH2:18][N:19]([CH2:50][C:47]4([CH2:46][O:45][Si:28]([C:41]([CH3:44])([CH3:43])[CH3:42])([C:35]5[CH:40]=[CH:39][CH:38]=[CH:37][CH:36]=5)[C:29]5[CH:30]=[CH:31][CH:32]=[CH:33][CH:34]=5)[CH2:49][CH2:48]4)[CH2:20][CH2:21]3)[C:9]=2[CH:8]=[CH:7][C:6]=1[C:22]1[CH:27]=[CH:26][CH:25]=[CH:24][CH:23]=1)[CH3:3], predict the reactants needed to synthesize it. (5) The reactants are: [C:1]1([CH3:11])[CH:6]=[CH:5][C:4]([S:7](Cl)(=[O:9])=[O:8])=[CH:3][CH:2]=1.[I:12][C:13]1[CH:14]=[CH:15][C:16]([NH2:19])=[N:17][CH:18]=1.CO. Given the product [I:12][C:13]1[CH:14]=[CH:15][C:16]([NH:19][S:7]([C:4]2[CH:5]=[CH:6][C:1]([CH3:11])=[CH:2][CH:3]=2)(=[O:9])=[O:8])=[N:17][CH:18]=1, predict the reactants needed to synthesize it. (6) Given the product [CH2:21]([C:18]1[CH:17]=[CH:16][C:15]([CH2:14][C:13]2[C:9](=[O:8])[NH:10][N:11]([CH:27]([CH2:30][F:31])[CH2:28][F:29])[C:12]=2[C:23]([F:24])([F:25])[F:26])=[CH:20][CH:19]=1)[CH3:22], predict the reactants needed to synthesize it. The reactants are: [Si]([O:8][C:9]1[C:13]([CH2:14][C:15]2[CH:20]=[CH:19][C:18]([CH2:21][CH3:22])=[CH:17][CH:16]=2)=[C:12]([C:23]([F:26])([F:25])[F:24])[N:11]([CH:27]([CH2:30][F:31])[CH2:28][F:29])[N:10]=1)(C(C)(C)C)(C)C.[F-].C([N+](CCCC)(CCCC)CCCC)CCC.O1CCCC1. (7) Given the product [F:1][C:2]1[CH:7]=[CH:6][C:5]([CH:12]=[O:13])=[C:4]([OH:8])[CH:3]=1, predict the reactants needed to synthesize it. The reactants are: [F:1][C:2]1[CH:3]=[C:4]([OH:8])[CH:5]=[CH:6][CH:7]=1.[Mg+2].[Cl-].[Cl-].[CH2:12]=[O:13]. (8) Given the product [C:36]1([C:39]2[N:40]=[CH:41][N:42]([CH:51]3[CH2:56][CH2:55][N:54]([CH2:57][C:58]4[N:63]=[CH:62][CH:61]=[CH:60][N:59]=4)[CH2:53][CH2:52]3)[C:43]=2[C:44]2[CH:49]=[CH:48][N:47]=[CH:46][N:45]=2)[CH:35]=[CH:34][CH:33]=[CH:38][CH:37]=1, predict the reactants needed to synthesize it. The reactants are: C1(C2N=CN(C3CCNCC3)C=2C2C=CN=CN=2)C=CC=CC=1.ClCC1N=CC=CN=1.F[C:33]1[CH:38]=[CH:37][C:36]([C:39]2[N:40]=[CH:41][N:42]([CH:51]3[CH2:56][CH2:55][N:54]([CH2:57][C:58]4[N:63]=[CH:62][CH:61]=[CH:60][N:59]=4)[CH2:53][CH2:52]3)[C:43]=2[C:44]2[CH:49]=[CH:48][N:47]=[C:46](N)[N:45]=2)=[CH:35][CH:34]=1.